From a dataset of Reaction yield outcomes from USPTO patents with 853,638 reactions. Predict the reaction yield, written as a fraction of the theoretical maximum amount of product (1.0 means a 100% yield; for example, 0.34 means a 34% yield). (1) The reactants are Cl[CH2:2][C:3]1[C:12]([C:13]2[CH:18]=[CH:17][C:16]([F:19])=[CH:15][C:14]=2[O:20][CH3:21])=[CH:11][CH:10]=[C:9]2[C:4]=1[C:5]([CH3:24])=[CH:6][C:7]([CH3:23])([CH3:22])[NH:8]2.[CH3:25][C:26]1[CH:34]=[CH:33][C:29]([C:30]([OH:32])=[S:31])=[CH:28][CH:27]=1.C(=O)([O-])[O-].[K+].[K+].C(OCC)(=O)C. The catalyst is CN(C)C=O. The product is [F:19][C:16]1[CH:17]=[CH:18][C:13]([C:12]2[C:3]([CH2:2][O:32][C:30](=[S:31])[C:29]3[CH:33]=[CH:34][C:26]([CH3:25])=[CH:27][CH:28]=3)=[C:4]3[C:9](=[CH:10][CH:11]=2)[NH:8][C:7]([CH3:22])([CH3:23])[CH:6]=[C:5]3[CH3:24])=[C:14]([O:20][CH3:21])[CH:15]=1. The yield is 0.470. (2) The reactants are [CH3:1][O:2][C:3]1[CH:4]=[C:5]([P:12](Cl)(Cl)=[O:13])[CH:6]=[CH:7][C:8]=1[N+:9]([O-:11])=[O:10].[CH:16]([Mg]Br)=[CH2:17].[CH2:20]1COC[CH2:21]1. No catalyst specified. The product is [CH:20]([P:12](=[O:13])([CH:16]=[CH2:17])[C:5]1[CH:6]=[CH:7][C:8]([N+:9]([O-:11])=[O:10])=[C:3]([O:2][CH3:1])[CH:4]=1)=[CH2:21]. The yield is 0.750. (3) The reactants are [ClH:1].[NH2:2][C:3]1[N:8]=[CH:7][C:6](/[CH:9]=[CH:10]/[C:11]([OH:13])=O)=[CH:5][C:4]=1[CH2:14][N:15]1[CH2:20][CH2:19][N:18]([CH3:21])[CH2:17][CH2:16]1.Cl.[CH3:23][N:24]1CC2C=C(/C=C/C(O)=O)C=NC=2NC(=O)C1.[CH3:41][O:42][C:43]1[C:44]([O:52][CH2:53][CH2:54][CH3:55])=[C:45]([CH:49]=[CH:50][CH:51]=1)[CH2:46]CN.CNCC1C=CC2C(=CC=CC=2)C=1CCC. No catalyst specified. The product is [ClH:1].[NH2:2][C:3]1[N:8]=[CH:7][C:6](/[CH:9]=[CH:10]/[C:11]([N:24]([CH2:46][C:45]2[CH:49]=[CH:50][CH:51]=[C:43]([O:42][CH3:41])[C:44]=2[O:52][CH2:53][CH2:54][CH3:55])[CH3:23])=[O:13])=[CH:5][C:4]=1[CH2:14][N:15]1[CH2:20][CH2:19][N:18]([CH3:21])[CH2:17][CH2:16]1. The yield is 0.0600. (4) The reactants are [CH2:1]([O:8][C@@H:9]1[C@@H:14]([O:15][CH2:16][C:17]2[CH:22]=[CH:21][CH:20]=[CH:19][CH:18]=2)[C@@H:13]([O:23][CH2:24][C:25]2[CH:30]=[CH:29][CH:28]=[CH:27][CH:26]=2)[C@@H:12]([CH2:31][O:32][CH2:33][C:34]2[CH:39]=[CH:38][CH:37]=[CH:36][CH:35]=2)[O:11][C@:10]21[C:47]1[C:42](=[CH:43][C:44]([F:50])=[C:45]([CH2:48]O)[CH:46]=1)[CH2:41][O:40]2)[C:2]1[CH:7]=[CH:6][CH:5]=[CH:4][CH:3]=1.C(Cl)(Cl)(Cl)[Cl:52].C1(P(C2C=CC=CC=2)C2C=CC=CC=2)C=CC=CC=1. The catalyst is ClCCl. The product is [CH2:1]([O:8][C@@H:9]1[C@@H:14]([O:15][CH2:16][C:17]2[CH:22]=[CH:21][CH:20]=[CH:19][CH:18]=2)[C@@H:13]([O:23][CH2:24][C:25]2[CH:30]=[CH:29][CH:28]=[CH:27][CH:26]=2)[C@@H:12]([CH2:31][O:32][CH2:33][C:34]2[CH:39]=[CH:38][CH:37]=[CH:36][CH:35]=2)[O:11][C@:10]21[C:47]1[C:42](=[CH:43][C:44]([F:50])=[C:45]([CH2:48][Cl:52])[CH:46]=1)[CH2:41][O:40]2)[C:2]1[CH:7]=[CH:6][CH:5]=[CH:4][CH:3]=1. The yield is 0.700. (5) The reactants are CN([CH:4]=[C:5]1[CH2:11][CH2:10][CH2:9][CH2:8][CH2:7][C:6]1=O)C.Cl.Cl.[CH3:15][N:16]1[C:20]([C:21]2[CH:22]=[C:23]([N:27]=[C:28]([NH2:30])[NH2:29])[CH:24]=[CH:25][CH:26]=2)=[CH:19][N:18]=[C:17]1[CH3:31].C[O-].[Na+]. The catalyst is C(O)C.CO. The product is [CH3:15][N:16]1[C:20]([C:21]2[CH:22]=[C:23]([NH:27][C:28]3[N:30]=[CH:4][C:5]4[CH2:11][CH2:10][CH2:9][CH2:8][CH2:7][C:6]=4[N:29]=3)[CH:24]=[CH:25][CH:26]=2)=[CH:19][N:18]=[C:17]1[CH3:31]. The yield is 0.0960. (6) The product is [OH:35][CH2:34][CH2:36][NH:37][C:24]([C:19]1[NH:20][C:21]2[C:17]([C:18]=1[C:27]1[CH:32]=[CH:31][CH:30]=[C:29]([CH3:33])[CH:28]=1)=[CH:16][C:15]([NH:14][S:11]([C:8]1[CH:9]=[CH:10][C:5]([C:1]([CH3:4])([CH3:3])[CH3:2])=[CH:6][CH:7]=1)(=[O:13])=[O:12])=[CH:23][CH:22]=2)=[O:25]. The catalyst is ClCCl.CO. The yield is 0.100. The reactants are [C:1]([C:5]1[CH:10]=[CH:9][C:8]([S:11]([NH:14][C:15]2[CH:16]=[C:17]3[C:21](=[CH:22][CH:23]=2)[NH:20][C:19]([C:24](O)=[O:25])=[C:18]3[C:27]2[CH:32]=[CH:31][CH:30]=[C:29]([CH3:33])[CH:28]=2)(=[O:13])=[O:12])=[CH:7][CH:6]=1)([CH3:4])([CH3:3])[CH3:2].[CH2:34]([CH2:36][NH2:37])[OH:35].